From a dataset of Reaction yield outcomes from USPTO patents with 853,638 reactions. Predict the reaction yield, written as a fraction of the theoretical maximum amount of product (1.0 means a 100% yield; for example, 0.34 means a 34% yield). (1) The reactants are [Cl:1][C:2]1[C:3]([C:27]([F:30])([F:29])[F:28])=[N:4][N:5]([CH:8]2[CH2:12][CH2:11][N:10]([C:13]3[CH:14]=[N:15][N:16]([C:19]4[CH:24]=[CH:23][C:22]([F:25])=[CH:21][CH:20]=4)[C:17]=3I)[C:9]2=[O:26])[C:6]=1[CH3:7].[CH:31]1(B(O)O)[CH2:33][CH2:32]1.C1(P(C2CCCCC2)C2CCCCC2)CCCCC1.P([O-])([O-])([O-])=O.[K+].[K+].[K+]. The catalyst is C1(C)C=CC=CC=1.O.C([O-])(=O)C.[Pd+2].C([O-])(=O)C. The product is [Cl:1][C:2]1[C:3]([C:27]([F:30])([F:29])[F:28])=[N:4][N:5]([CH:8]2[CH2:12][CH2:11][N:10]([C:13]3[CH:14]=[N:15][N:16]([C:19]4[CH:24]=[CH:23][C:22]([F:25])=[CH:21][CH:20]=4)[C:17]=3[CH:31]3[CH2:33][CH2:32]3)[C:9]2=[O:26])[C:6]=1[CH3:7]. The yield is 0.0300. (2) The reactants are [CH3:1][O:2][C:3]1[CH:24]=[CH:23][C:6]([CH2:7][N:8]2[C:13]3[S:14][CH:15]=[C:16]([CH:17]=C)[C:12]=3[C:11]3=[N:19][CH:20]=[N:21][N:10]3[C:9]2=[O:22])=[CH:5][CH:4]=1.I([O-])(=O)(=O)=[O:26].[Na+]. The catalyst is O1CCCC1.O.[Os](=O)(=O)(=O)=O. The product is [CH3:1][O:2][C:3]1[CH:4]=[CH:5][C:6]([CH2:7][N:8]2[C:13]3[S:14][CH:15]=[C:16]([CH:17]=[O:26])[C:12]=3[C:11]3=[N:19][CH:20]=[N:21][N:10]3[C:9]2=[O:22])=[CH:23][CH:24]=1. The yield is 0.680. (3) The reactants are Cl.OC[C:4]1[NH:5][CH:6]=[CH:7][N:8]=1.[C:9]1([C:15](Cl)([C:22]2[CH:27]=[CH:26][CH:25]=[CH:24][CH:23]=2)[C:16]2[CH:21]=[CH:20][CH:19]=[CH:18][CH:17]=2)[CH:14]=[CH:13][CH:12]=[CH:11][CH:10]=1.CN(C)[CH:31]=[O:32]. The catalyst is C(N(CC)CC)C. The product is [OH:32][CH2:31][C:6]1[N:5]=[CH:4][N:8]([C:15]([C:22]2[CH:27]=[CH:26][CH:25]=[CH:24][CH:23]=2)([C:16]2[CH:21]=[CH:20][CH:19]=[CH:18][CH:17]=2)[C:9]2[CH:14]=[CH:13][CH:12]=[CH:11][CH:10]=2)[CH:7]=1. The yield is 0.870. (4) The reactants are Br[C:2]1[S:3][C:4]2[CH:10]=[C:9]([CH2:11][N:12]3[C:16]4[CH:17]=[C:18]([O:23][CH3:24])[C:19]([O:21][CH3:22])=[CH:20][C:15]=4[N:14]=[CH:13]3)[CH:8]=[CH:7][C:5]=2[N:6]=1.[CH:25]1([CH2:31][NH2:32])[CH2:30][CH2:29][CH2:28][CH2:27][CH2:26]1.CCN(C(C)C)C(C)C. The catalyst is CC(N(C)C)=O. The product is [CH:25]1([CH2:31][NH:32][C:2]2[S:3][C:4]3[CH:10]=[C:9]([CH2:11][N:12]4[C:16]5[CH:17]=[C:18]([O:23][CH3:24])[C:19]([O:21][CH3:22])=[CH:20][C:15]=5[N:14]=[CH:13]4)[CH:8]=[CH:7][C:5]=3[N:6]=2)[CH2:30][CH2:29][CH2:28][CH2:27][CH2:26]1. The yield is 0.330. (5) The reactants are [C:1]([C:3]1[CH:4]=[CH:5][C:6]([S:25]([C:28]2[CH:33]=[C:32]([Cl:34])[CH:31]=[C:30]([Cl:35])[CH:29]=2)(=[O:27])=[O:26])=[C:7]([S:9]([N:12]2[CH2:17][CH2:16][N:15](C(OC(C)(C)C)=O)[CH2:14][CH2:13]2)(=[O:11])=[O:10])[CH:8]=1)#[N:2].Cl. The catalyst is O1CCOCC1. The product is [ClH:34].[Cl:35][C:30]1[CH:29]=[C:28]([S:25]([C:6]2[CH:5]=[CH:4][C:3]([C:1]#[N:2])=[CH:8][C:7]=2[S:9]([N:12]2[CH2:13][CH2:14][NH:15][CH2:16][CH2:17]2)(=[O:10])=[O:11])(=[O:26])=[O:27])[CH:33]=[C:32]([Cl:34])[CH:31]=1. The yield is 0.820. (6) The reactants are [OH:1][C:2]1C2N=NNC=2C=CC=1.[CH2:20]1[CH2:25][CH2:24][CH:23](N=C=N[CH:20]2[CH2:25][CH2:24][CH2:23][CH2:22][CH2:21]2)[CH2:22][CH2:21]1.CN(C)C=[O:29]. The catalyst is C(OCC)(=O)C. The product is [C:2]([OH:1])(=[O:29])[C:20]1[CH:21]=[CH:22][CH:23]=[CH:24][CH:25]=1. The yield is 0.650. (7) The reactants are Br[C:2]1[CH:3]=[C:4]2[C:10]([C:11]3[CH:16]=[CH:15][CH:14]=[CH:13][C:12]=3[O:17][CH3:18])=[CH:9][NH:8][C:5]2=[N:6][CH:7]=1.[CH3:19][C:20]1[C:24](B(O)O)=[C:23]([CH3:28])[O:22][N:21]=1.ClCCl.C(=O)([O-])[O-].[Na+].[Na+]. The catalyst is O.CO.ClCCl.C1C=CC(P(C2C=CC=CC=2)[C-]2C=CC=C2)=CC=1.C1C=CC(P(C2C=CC=CC=2)[C-]2C=CC=C2)=CC=1.Cl[Pd]Cl.[Fe+2].C(#N)C. The product is [CH3:19][C:20]1[C:24]([C:2]2[CH:3]=[C:4]3[C:10]([C:11]4[CH:16]=[CH:15][CH:14]=[CH:13][C:12]=4[O:17][CH3:18])=[CH:9][NH:8][C:5]3=[N:6][CH:7]=2)=[C:23]([CH3:28])[O:22][N:21]=1. The yield is 0.710. (8) The product is [CH:21]1([CH2:24][C:25]2[C:30]([C:31]3[CH:36]=[CH:35][N:34]=[C:33]([NH:8][C:7]4[CH:6]=[CH:5][C:4]([S:1]([CH3:12])(=[O:3])=[O:2])=[CH:10][CH:9]=4)[N:32]=3)=[CH:29][N:28]=[C:27]([NH:40][CH2:41][C:42]([CH3:45])([OH:44])[CH3:43])[N:26]=2)[CH2:22][CH2:23]1. The catalyst is C1COCC1. The reactants are [S:1](=[C:4]1[CH:10]=[CH:9][C:7]([NH2:8])=[CH:6][CH2:5]1)(=[O:3])=[O:2].[Li+].[CH3:12][Si]([N-][Si](C)(C)C)(C)C.[CH:21]1([CH2:24][C:25]2[C:30]([C:31]3[CH:36]=[CH:35][N:34]=[C:33](S(C)=O)[N:32]=3)=[CH:29][N:28]=[C:27]([NH:40][CH2:41][C:42]([CH3:45])([OH:44])[CH3:43])[N:26]=2)[CH2:23][CH2:22]1. The yield is 0.170. (9) The reactants are [C:1]([N:4]1[CH2:9][C@@H:8]2[CH2:10][C@H:5]1[CH2:6][N:7]2[CH2:11][C:12]1[CH:17]=[CH:16][C:15]([O-:18])=[CH:14][CH:13]=1)(=[O:3])[CH3:2].[Na+].Cl[C:21]1[S:22][C:23]2[C:28]([N:29]=1)=[CH:27][CH:26]=[C:25]([CH3:30])[N:24]=2. The catalyst is CN(C=O)C. The product is [C:1]([N:4]1[CH2:9][C@@H:8]2[CH2:10][C@H:5]1[CH2:6][N:7]2[CH2:11][C:12]1[CH:13]=[CH:14][C:15]([O:18][C:21]2[S:22][C:23]3[C:28]([N:29]=2)=[CH:27][CH:26]=[C:25]([CH3:30])[N:24]=3)=[CH:16][CH:17]=1)(=[O:3])[CH3:2]. The yield is 0.560. (10) The reactants are [CH2:1]([N:3]([CH2:18][CH3:19])[C:4]1[CH:13]=[C:12]2[C:7]([CH:8]=[C:9]([C:15](=[S:17])[NH2:16])[C:10](=[O:14])[O:11]2)=[CH:6][CH:5]=1)[CH3:2].Br[CH:21]([C:30]1[CH:35]=[CH:34][CH:33]=[CH:32][CH:31]=1)[C:22]([C:24]1[CH:29]=[CH:28][CH:27]=[CH:26][CH:25]=1)=O. The catalyst is C(O)C. The product is [CH2:18]([N:3]([CH2:1][CH3:2])[C:4]1[CH:13]=[C:12]2[C:7]([CH:8]=[C:9]([C:15]3[S:17][C:22]([C:24]4[CH:29]=[CH:28][CH:27]=[CH:26][CH:25]=4)=[C:21]([C:30]4[CH:35]=[CH:34][CH:33]=[CH:32][CH:31]=4)[N:16]=3)[C:10](=[O:14])[O:11]2)=[CH:6][CH:5]=1)[CH3:19]. The yield is 0.380.